Dataset: Reaction yield outcomes from USPTO patents with 853,638 reactions. Task: Predict the reaction yield, written as a fraction of the theoretical maximum amount of product (1.0 means a 100% yield; for example, 0.34 means a 34% yield). (1) The reactants are Cl[C:2]1[N:7]=[C:6]([NH:8][CH2:9][CH2:10][C:11]2[CH:16]=[CH:15][CH:14]=[C:13]([O:17][CH3:18])[CH:12]=2)[C:5]([Cl:19])=[CH:4][N:3]=1.[NH2:20][C:21]1[CH:22]=[C:23]([CH2:27][CH2:28][OH:29])[CH:24]=[CH:25][CH:26]=1.O.C1(C)C=CC(S(O)(=O)=O)=CC=1.C([O-])(O)=O.[Na+]. The catalyst is O1CCOCC1. The product is [Cl:19][C:5]1[C:6]([NH:8][CH2:9][CH2:10][C:11]2[CH:16]=[CH:15][CH:14]=[C:13]([O:17][CH3:18])[CH:12]=2)=[N:7][C:2]([NH:20][C:21]2[CH:22]=[C:23]([CH2:27][CH2:28][OH:29])[CH:24]=[CH:25][CH:26]=2)=[N:3][CH:4]=1. The yield is 0.960. (2) The reactants are [Cl:1][C:2]1[CH:3]=[CH:4][C:5]([C@:8]([C:20]2[CH:25]=[C:24]([C:26]([F:29])([F:28])[F:27])[CH:23]=[C:22]([F:30])[CH:21]=2)([NH:13]C(=O)C(C)(C)C)[CH2:9][C:10]([OH:12])=O)=[N:6][CH:7]=1.Cl.[NH2:32][C:33]1[CH:38]=[CH:37][CH:36]=[CH:35][CH:34]=1.C1CN([P+](Br)(N2CCCC2)N2CCCC2)CC1.F[P-](F)(F)(F)(F)F. The catalyst is CO.C(#N)C.CO.O. The product is [NH2:13][C@:8]([C:5]1[CH:4]=[CH:3][C:2]([Cl:1])=[CH:7][N:6]=1)([C:20]1[CH:25]=[C:24]([C:26]([F:29])([F:27])[F:28])[CH:23]=[C:22]([F:30])[CH:21]=1)[CH2:9][C:10]([NH:32][C:33]1[CH:38]=[CH:37][CH:36]=[CH:35][CH:34]=1)=[O:12]. The yield is 0.580.